This data is from Full USPTO retrosynthesis dataset with 1.9M reactions from patents (1976-2016). The task is: Predict the reactants needed to synthesize the given product. (1) Given the product [CH2:1]([O:8][C:12]1[CH:19]=[C:18]([F:20])[CH:17]=[CH:16][C:13]=1[C:14]#[N:15])[C:2]1[CH:7]=[CH:6][CH:5]=[CH:4][CH:3]=1, predict the reactants needed to synthesize it. The reactants are: [CH2:1]([OH:8])[C:2]1[CH:7]=[CH:6][CH:5]=[CH:4][CH:3]=1.[H-].[Na+].F[C:12]1[CH:19]=[C:18]([F:20])[CH:17]=[CH:16][C:13]=1[C:14]#[N:15]. (2) Given the product [C:18]([C:17]1[C:16](=[O:20])[NH:27][C:25]([NH:24][CH:21]2[CH2:23][CH2:22]2)=[N:26][C:11]=1[C:2]1[CH:3]=[CH:4][C:5]2[C:10](=[CH:9][CH:8]=[CH:7][CH:6]=2)[CH:1]=1)#[N:19], predict the reactants needed to synthesize it. The reactants are: [CH:1]1[C:10]2[C:5](=[CH:6][CH:7]=[CH:8][CH:9]=2)[CH:4]=[CH:3][C:2]=1[CH:11]=O.C(O[C:16](=[O:20])[CH2:17][C:18]#[N:19])C.[CH:21]1([NH:24][C:25]([NH2:27])=[NH:26])[CH2:23][CH2:22]1.Cl.C(=O)([O-])[O-].[K+].[K+]. (3) Given the product [CH2:14]([O:11][C:1]1[CH:2]=[CH:3][CH:4]=[C:5]2[C:10]=1[CH2:9][CH2:8][CH2:7][CH2:6]2)[C:13]#[CH:12], predict the reactants needed to synthesize it. The reactants are: [C:1]1([OH:11])[C:10]2[CH2:9][CH2:8][CH2:7][CH2:6][C:5]=2[CH:4]=[CH:3][CH:2]=1.[CH2:12](Br)[C:13]#[CH:14].C(=O)([O-])[O-].[K+].[K+]. (4) Given the product [NH2:1][C@@H:2]1[CH2:7][CH2:6][CH2:5][N:4]([C:8]2[N:13]([CH2:14][C:15]3[CH:22]=[CH:21][CH:20]=[CH:19][C:16]=3[C:17]#[N:18])[C:12](=[O:23])[NH:11][C:10](=[O:25])[C:9]=2[Cl:26])[CH2:3]1, predict the reactants needed to synthesize it. The reactants are: [NH2:1][C@@H:2]1[CH2:7][CH2:6][CH2:5][N:4]([C:8]2[N:13]([CH2:14][C:15]3[CH:22]=[CH:21][CH:20]=[CH:19][C:16]=3[C:17]#[N:18])[C:12](=[O:23])[N:11](C)[C:10](=[O:25])[CH:9]=2)[CH2:3]1.[ClH:26]. (5) Given the product [N:19]1[C:20]2[C:25](=[CH:24][CH:23]=[CH:22][CH:21]=2)[CH:26]=[C:17]([C:12]2[CH:13]=[CH:14][CH:15]=[C:16]3[C:11]=2[C:10]2([C:38]4[C:29](=[CH:30][C:31]5[O:36][CH2:35][CH2:34][O:33][C:32]=5[CH:37]=4)[O:28][CH2:27]2)[C:9](=[O:39])[NH:8]3)[CH:18]=1, predict the reactants needed to synthesize it. The reactants are: C1(C(C2C=CC=CC=2)[N:8]2[C:16]3[C:11](=[C:12]([C:17]4[CH:18]=[N:19][C:20]5[C:25]([CH:26]=4)=[CH:24][CH:23]=[CH:22][CH:21]=5)[CH:13]=[CH:14][CH:15]=3)[C:10]3([C:38]4[C:29](=[CH:30][C:31]5[O:36][CH2:35][CH2:34][O:33][C:32]=5[CH:37]=4)[O:28][CH2:27]3)[C:9]2=[O:39])C=CC=CC=1.C1(C(C2C=CC=CC=2)N2C3C(=CC=CC=3)C3(C4C=C(C)C(OC)=CC=4OC3)C2=O)C=CC=CC=1.